Dataset: Full USPTO retrosynthesis dataset with 1.9M reactions from patents (1976-2016). Task: Predict the reactants needed to synthesize the given product. (1) Given the product [Co:32]([F:34])[F:33].[N:35]1[CH:40]=[CH:39][CH:38]=[CH:37][C:36]=1[C:41]([OH:43])=[O:42], predict the reactants needed to synthesize it. The reactants are: CCCCCCCCCC.C(OC)(=O)CCCCCCC/C=C\C/C=C\CCCCC.[Co:32]([F:34])[F:33].[N:35]1[CH:40]=[CH:39][CH:38]=[CH:37][C:36]=1[C:41]([OH:43])=[O:42]. (2) Given the product [CH3:25][N:26]1[C:27](=[O:59])[C:28]([NH:41][C:42]2[CH:47]=[CH:46][C:45]([N:48]3[CH2:53][CH2:52][N:51]([CH:54]4[CH2:55][O:56][CH2:57]4)[CH2:50][C@@H:49]3[CH3:58])=[CH:44][N:43]=2)=[CH:29][C:30]([C:2]2[CH:7]=[CH:6][N:5]=[C:4]([N:8]3[C:20](=[O:21])[C:19]4[N:11]([C:12]5[C@H:13]6[CH2:22][C@@H:16]([C:17]=5[CH:18]=4)[CH2:15][CH2:14]6)[CH2:10][CH2:9]3)[C:3]=2[CH:23]=[O:24])=[CH:31]1, predict the reactants needed to synthesize it. The reactants are: Cl[C:2]1[CH:7]=[CH:6][N:5]=[C:4]([N:8]2[C:20](=[O:21])[C:19]3[N:11]([C:12]4[C@H:13]5[CH2:22][C@@H:16]([C:17]=4[CH:18]=3)[CH2:15][CH2:14]5)[CH2:10][CH2:9]2)[C:3]=1[CH:23]=[O:24].[CH3:25][N:26]1[CH:31]=[C:30](B2OC(C)(C)C(C)(C)O2)[CH:29]=[C:28]([NH:41][C:42]2[CH:47]=[CH:46][C:45]([N:48]3[CH2:53][CH2:52][N:51]([CH:54]4[CH2:57][O:56][CH2:55]4)[CH2:50][C@@H:49]3[CH3:58])=[CH:44][N:43]=2)[C:27]1=[O:59].C([O-])(=O)C.[Na+]. (3) Given the product [F:18][C:10]1[CH:11]=[C:12]([N+:15]([O-:17])=[O:16])[CH:13]=[CH:14][C:9]=1[CH2:8][O:20][CH2:21][CH2:22][O:4][CH3:1], predict the reactants needed to synthesize it. The reactants are: [C:1]([O-:4])([O-])=O.[K+].[K+].Br[CH2:8][C:9]1[CH:14]=[CH:13][C:12]([N+:15]([O-:17])=[O:16])=[CH:11][C:10]=1[F:18].C[O:20][CH:21](O)[CH3:22].